Dataset: Forward reaction prediction with 1.9M reactions from USPTO patents (1976-2016). Task: Predict the product of the given reaction. (1) Given the reactants [C:1]1(=O)[CH2:7][CH2:6][CH2:5][CH2:4][CH2:3][CH2:2]1.ClC1C=CC=[C:12]([C:16]([O:18]O)=O)C=1.[CH:20](Cl)(Cl)Cl, predict the reaction product. The product is: [CH:1]1([CH2:20][C:16](=[O:18])[CH3:12])[CH2:7][CH2:6][CH2:5][CH2:4][CH2:3][CH2:2]1. (2) Given the reactants [CH2:1](Cl)[CH2:2]Cl.CC[C:7]1[C:12]2[NH:13][C:14](CN)=[C:15]([CH3:16])[C:11]=2[CH:10]=[CH:9][CH:8]=1.Cl.[O:20]=[C:21]1[CH2:26][O:25][C:24]2[CH:27]=[C:28](/C=C/C(O)=O)[CH:29]=[N:30][C:23]=2[NH:22]1.[CH3:36][CH2:37]N(C(C)C)C(C)C.[CH3:45][N:46]([CH:48]=[O:49])C, predict the reaction product. The product is: [CH3:16][C:15]1[C:11]2[C:12](=[CH:7][C:1]([CH3:2])=[C:9]([CH2:8][N:46]([CH3:45])[C:48](=[O:49])/[CH:36]=[CH:37]/[CH:26]3[O:25][C:24]4[CH:27]=[CH:28][CH:29]=[N:30][C:23]=4[NH:22][C:21]3=[O:20])[CH:10]=2)[NH:13][CH:14]=1. (3) Given the reactants C[Si](C=[N+]=[N-])(C)C.[Si]([O:15][CH2:16][CH2:17][CH2:18][N:19]1[C@@H:28]([C:29]2[CH:34]=[CH:33][CH:32]=[CH:31][C:30]=2[NH:35][C:36]([O:38]C)=O)[C@@H:27](C(O)=O)[C:26]2[C:21](=[CH:22][C:23]([O:45][CH3:46])=[C:24]([O:43][CH3:44])[CH:25]=2)[C:20]1=[O:47])(C(C)(C)C)(C)C.C(C1C(=O)C(Cl)=C(Cl)C(=O)C=1C#N)#N.[OH-].[K+], predict the reaction product. The product is: [OH:15][CH2:16][CH2:17][CH2:18][N:19]1[C:28]2[C:29]3[CH:34]=[CH:33][CH:32]=[CH:31][C:30]=3[NH:35][C:36](=[O:38])[C:27]=2[C:26]2[CH:25]=[C:24]([O:43][CH3:44])[C:23]([O:45][CH3:46])=[CH:22][C:21]=2[C:20]1=[O:47]. (4) The product is: [CH:11]([CH:10]1[CH2:9][CH2:8][NH:7][CH:6]1[C:4]([OH:5])=[O:3])([CH3:13])[CH3:12]. Given the reactants C([O:3][C:4]([C:6]1(C(OCC)=O)[CH:10]([CH:11]([CH3:13])[CH3:12])[CH2:9][CH2:8][NH:7]1)=[O:5])C.C(C1CCNC1C(O)=O)C.C(C1(C(OCC)=O)C(CC)CCN1)(OCC)=O, predict the reaction product.